Dataset: Catalyst prediction with 721,799 reactions and 888 catalyst types from USPTO. Task: Predict which catalyst facilitates the given reaction. (1) Reactant: [F:1][C:2]1[CH:16]=[CH:15][C:5]([O:6][CH2:7][CH:8]2[CH2:14][CH2:13][CH2:12][CH2:11][NH:10][CH2:9]2)=[CH:4][C:3]=1[CH3:17].[N:18]1[N:19]([C:23]2[CH:31]=[CH:30][C:29]([CH3:32])=[CH:28][C:24]=2[C:25](O)=[O:26])[N:20]=[CH:21][CH:22]=1.C(Cl)CCl.C1C=CC2N(O)N=NC=2C=1. Product: [F:1][C:2]1[CH:16]=[CH:15][C:5]([O:6][CH2:7][CH:8]2[CH2:14][CH2:13][CH2:12][CH2:11][N:10]([C:25](=[O:26])[C:24]3[CH:28]=[C:29]([CH3:32])[CH:30]=[CH:31][C:23]=3[N:19]3[N:20]=[CH:21][CH:22]=[N:18]3)[CH2:9]2)=[CH:4][C:3]=1[CH3:17]. The catalyst class is: 31. (2) Reactant: [Br:1]Br.[Cl:3][C:4]1[CH:5]=[C:6]([C:10](=[O:13])[CH2:11][CH3:12])[CH:7]=[CH:8][CH:9]=1. Product: [Br:1][CH:11]([CH3:12])[C:10]([C:6]1[CH:7]=[CH:8][CH:9]=[C:4]([Cl:3])[CH:5]=1)=[O:13]. The catalyst class is: 4. (3) Reactant: O.ON1C2C=CC=CC=2N=N1.Cl.CN(C)CCCN=C=NCC.[OH:24][CH2:25][C:26]1[CH:34]=[CH:33][C:29]([C:30]([OH:32])=O)=[CH:28][CH:27]=1.[F:35][C:36]1[CH:41]=[C:40]([C:42]([NH:44]O)=[NH:43])[CH:39]=[CH:38][C:37]=1[C:46]1[CH:51]=[CH:50][CH:49]=[CH:48][CH:47]=1. Product: [F:35][C:36]1[CH:41]=[C:40]([C:42]2[N:43]=[C:30]([C:29]3[CH:28]=[CH:27][C:26]([CH2:25][OH:24])=[CH:34][CH:33]=3)[O:32][N:44]=2)[CH:39]=[CH:38][C:37]=1[C:46]1[CH:47]=[CH:48][CH:49]=[CH:50][CH:51]=1. The catalyst class is: 145. (4) Reactant: [Cl-].[Cl-].[Cl-].[Al+3].[N-:5]=[N+:6]=[N-:7].[Na+].[F:9][C:10]1[CH:15]=[CH:14][CH:13]=[C:12]([N:16]=[C:17]=[O:18])[C:11]=1[CH3:19].N([O-])=O.[Na+].Cl. Product: [CH3:19][C:11]1[C:10]([F:9])=[CH:15][CH:14]=[CH:13][C:12]=1[N:16]1[C:17](=[O:18])[NH:7][N:6]=[N:5]1. The catalyst class is: 145. (5) Reactant: [O:1]1[C:7]2[CH:8]=[CH:9][CH:10]=[CH:11][C:6]=2[S:5][CH2:4][C@H:3]([NH:12][C:13](=O)[C@H:14]([CH3:25])[CH2:15][S:16][C:17]2[CH:22]=[CH:21][CH:20]=[CH:19][C:18]=2[O:23][CH3:24])[CH2:2]1.B.C1COCC1. Product: [CH3:24][O:23][C:18]1[CH:19]=[CH:20][CH:21]=[CH:22][C:17]=1[S:16][CH2:15][C@@H:14]([CH3:25])[CH2:13][NH:12][C@H:3]1[CH2:4][S:5][C:6]2[CH:11]=[CH:10][CH:9]=[CH:8][C:7]=2[O:1][CH2:2]1. The catalyst class is: 1. (6) Reactant: [CH3:1][NH:2][CH3:3].[C:4]([N:8]1[CH:16]=[C:15]2[C:10]([C:11](=[O:35])[NH:12][C:13]3([CH2:21][CH2:20][N:19]([C:22]([C:24]4[CH:33]=[C:32]5[C:27]([CH:28]=[CH:29][C:30](Cl)=[N:31]5)=[CH:26][CH:25]=4)=[O:23])[CH2:18][CH2:17]3)[CH2:14]2)=[N:9]1)([CH3:7])([CH3:6])[CH3:5]. Product: [C:4]([N:8]1[CH:16]=[C:15]2[C:10]([C:11](=[O:35])[NH:12][C:13]3([CH2:21][CH2:20][N:19]([C:22]([C:24]4[CH:33]=[C:32]5[C:27]([CH:28]=[CH:29][C:30]([N:2]([CH3:3])[CH3:1])=[N:31]5)=[CH:26][CH:25]=4)=[O:23])[CH2:18][CH2:17]3)[CH2:14]2)=[N:9]1)([CH3:7])([CH3:6])[CH3:5]. The catalyst class is: 7.